This data is from Catalyst prediction with 721,799 reactions and 888 catalyst types from USPTO. The task is: Predict which catalyst facilitates the given reaction. Reactant: C([O:3][C:4]([C:6]1[C:7]([CH2:11][CH3:12])=[N:8][O:9][CH:10]=1)=[O:5])C.[OH-].[Na+].Cl. Product: [CH2:11]([C:7]1[C:6]([C:4]([OH:5])=[O:3])=[CH:10][O:9][N:8]=1)[CH3:12]. The catalyst class is: 200.